From a dataset of Reaction yield outcomes from USPTO patents with 853,638 reactions. Predict the reaction yield, written as a fraction of the theoretical maximum amount of product (1.0 means a 100% yield; for example, 0.34 means a 34% yield). (1) The reactants are [CH2:1]([O:8][C:9]1[CH:14]=[C:13]([O:15][CH2:16][C:17]2[CH:22]=[CH:21][CH:20]=[CH:19][CH:18]=2)[C:12]([C:23]([CH3:26])([CH3:25])[CH3:24])=[CH:11][C:10]=1[C:27](=[O:29])C)[C:2]1[CH:7]=[CH:6][CH:5]=[CH:4][CH:3]=1.[OH-:30].[Na+].BrBr. The catalyst is O1CCOCC1.O. The product is [CH2:1]([O:8][C:9]1[CH:14]=[C:13]([O:15][CH2:16][C:17]2[CH:22]=[CH:21][CH:20]=[CH:19][CH:18]=2)[C:12]([C:23]([CH3:24])([CH3:26])[CH3:25])=[CH:11][C:10]=1[C:27]([OH:29])=[O:30])[C:2]1[CH:7]=[CH:6][CH:5]=[CH:4][CH:3]=1. The yield is 0.790. (2) The reactants are Br[C:2]1[CH:3]=[C:4]2[C:9](=[CH:10][CH:11]=1)[C:8]([CH:12]=[O:13])=[C:7]([O:14][CH3:15])[CH:6]=[CH:5]2.[CH3:16][O:17][C:18]1[CH:19]=[C:20](OB(O)O)[CH:21]=[CH:22][CH:23]=1. No catalyst specified. The product is [CH3:15][O:14][C:7]1[CH:6]=[CH:5][C:4]2[C:9](=[CH:10][CH:11]=[C:2]([C:22]3[CH:21]=[CH:20][CH:19]=[C:18]([O:17][CH3:16])[CH:23]=3)[CH:3]=2)[C:8]=1[CH:12]=[O:13]. The yield is 0.860. (3) The reactants are C(N[C:5]1[C:6]([N+:16]([O-:18])=[O:17])=[C:7]([C:11]([Cl:15])=[CH:12][C:13]=1[Cl:14])[C:8]([OH:10])=[O:9])(=O)C.[OH-:19].[K+].Cl. The catalyst is O.C(OCC)(=O)C. The product is [Cl:14][C:13]1[CH:12]=[C:11]([Cl:15])[C:7]([C:8]([OH:10])=[O:9])=[C:6]([N+:16]([O-:18])=[O:17])[C:5]=1[OH:19]. The yield is 0.890. (4) The reactants are [CH3:1][N:2]1[CH2:7][CH2:6][CH2:5][CH2:4][CH:3]1[CH2:8][CH2:9][N:10]1[C:18]2[C:13](=[CH:14][C:15]([NH2:19])=[CH:16][CH:17]=2)[CH:12]=[CH:11]1.I.[S:21]1[CH:25]=[CH:24][CH:23]=[C:22]1[C:26](SC)=[NH:27]. The catalyst is CCO. The product is [CH3:1][N:2]1[CH2:7][CH2:6][CH2:5][CH2:4][CH:3]1[CH2:8][CH2:9][N:10]1[C:18]2[C:13](=[CH:14][C:15]([NH:19][C:26]([C:22]3[S:21][CH:25]=[CH:24][CH:23]=3)=[NH:27])=[CH:16][CH:17]=2)[CH:12]=[CH:11]1. The yield is 0.461. (5) The reactants are C[O:2][C:3](=[O:23])[CH2:4][C:5]([NH:7][C:8]1[CH:13]=[CH:12][C:11]([NH:14][S:15]([CH3:18])(=[O:17])=[O:16])=[CH:10][C:9]=1[S:19](=[O:22])(=[O:21])[NH2:20])=O.O.Cl. The catalyst is [OH-].[Na+]. The product is [CH3:18][S:15]([NH:14][C:11]1[CH:12]=[CH:13][C:8]2[NH:7][C:5]([CH2:4][C:3]([OH:2])=[O:23])=[N:20][S:19](=[O:22])(=[O:21])[C:9]=2[CH:10]=1)(=[O:17])=[O:16]. The yield is 0.810. (6) The reactants are C(NC(C)C)(C)C.C([Li])CCC.C[Si](C)(C)[N:15]1[CH2:19][CH2:18][CH2:17][C:16]1=[O:20].[Cl:23][C:24]1[CH:31]=[CH:30][C:27]([CH2:28]Cl)=[CH:26][CH:25]=1. The catalyst is C1COCC1.O. The product is [Cl:23][C:24]1[CH:31]=[CH:30][C:27]([CH2:28][CH:17]2[CH2:18][CH2:19][NH:15][C:16]2=[O:20])=[CH:26][CH:25]=1. The yield is 0.200. (7) The reactants are I[C:2]1[CH:3]=[N:4][N:5]([CH2:7][C:8]2[CH:13]=[CH:12][C:11]([O:14][CH3:15])=[CH:10][CH:9]=2)[CH:6]=1.C[Si]([C:20]#[CH:21])(C)C.CO.[OH-].[K+]. The catalyst is C(Cl)Cl.C(N(CC)CC)C.Cl[Pd](Cl)([P](C1C=CC=CC=1)(C1C=CC=CC=1)C1C=CC=CC=1)[P](C1C=CC=CC=1)(C1C=CC=CC=1)C1C=CC=CC=1.[Cu]I. The product is [C:20]([C:2]1[CH:3]=[N:4][N:5]([CH2:7][C:8]2[CH:13]=[CH:12][C:11]([O:14][CH3:15])=[CH:10][CH:9]=2)[CH:6]=1)#[CH:21]. The yield is 0.810. (8) The reactants are O[C:2]1[CH:3]=[C:4]([NH:8][C:9]2[N:14]=[C:13]([NH:15][C:16]3[CH:21]=[CH:20][CH:19]=[C:18](O)[CH:17]=3)[C:12]([F:23])=[CH:11][N:10]=2)[CH:5]=[CH:6][CH:7]=1.[NH2:24][C:25]1C=C(C=CC=1)C#N.Cl[C:34]1N=C(Cl)C(F)=C[N:35]=1. No catalyst specified. The product is [C:25]([C:2]1[CH:3]=[C:4]([NH:8][C:9]2[N:14]=[C:13]([NH:15][C:16]3[CH:21]=[CH:20][CH:19]=[C:18]([C:34]#[N:35])[CH:17]=3)[C:12]([F:23])=[CH:11][N:10]=2)[CH:5]=[CH:6][CH:7]=1)#[N:24]. The yield is 0.760. (9) The reactants are [F:1][CH:2]([F:30])[O:3][C:4]1[CH:9]=[CH:8][C:7]([C@@H:10]([N:12]2[CH2:17][CH2:16][C@@:15]([C:22]3[CH:27]=[CH:26][C:25]([F:28])=[CH:24][CH:23]=3)([CH2:18][CH2:19][CH2:20][OH:21])[O:14][C:13]2=[O:29])[CH3:11])=[CH:6][CH:5]=1.[OH2:31]. No catalyst specified. The product is [F:30][CH:2]([F:1])[O:3][C:4]1[CH:9]=[CH:8][C:7]([C@@H:10]([N:12]2[CH2:17][CH2:16][C@:15]([CH2:18][CH2:19][C:20]([OH:31])=[O:21])([C:22]3[CH:23]=[CH:24][C:25]([F:28])=[CH:26][CH:27]=3)[O:14][C:13]2=[O:29])[CH3:11])=[CH:6][CH:5]=1. The yield is 0.550. (10) The reactants are [Br:1][C:2]1[CH:7]=[C:6]([N+:8]([O-])=O)[CH:5]=[CH:4][C:3]=1[CH3:11].C(O)C.O.O.[Sn](Cl)Cl.C(=O)([O-])[O-].[K+].[K+]. The catalyst is C(OC(=O)C)C. The product is [Br:1][C:2]1[CH:7]=[C:6]([CH:5]=[CH:4][C:3]=1[CH3:11])[NH2:8]. The yield is 1.00.